Dataset: Orexin1 receptor HTS with 218,158 compounds and 233 confirmed actives. Task: Binary Classification. Given a drug SMILES string, predict its activity (active/inactive) in a high-throughput screening assay against a specified biological target. (1) The molecule is O(Cc1onc(C(=O)N2CCNC(=O)C2)c1)c1c(ccc(c1)C)C. The result is 0 (inactive). (2) The drug is Clc1ccc(C(=O)C(/S(=O)(=O)c2ccccc2)=C\N(C)C)cc1. The result is 0 (inactive).